Dataset: Forward reaction prediction with 1.9M reactions from USPTO patents (1976-2016). Task: Predict the product of the given reaction. (1) Given the reactants [F:1][C:2]1[CH:7]=[CH:6][C:5]([C:8]2[N:9]=[CH:10][N:11]([CH:23]3[CH2:28][CH2:27][NH:26][CH2:25][CH2:24]3)[C:12]=2[C:13]2[CH:14]=[CH:15][C:16]3[N:17]([CH:19]=[C:20]([NH2:22])[N:21]=3)[N:18]=2)=[CH:4][CH:3]=1.[CH3:29][C:30]([O:33][C:34](O[C:34]([O:33][C:30]([CH3:32])([CH3:31])[CH3:29])=[O:35])=[O:35])([CH3:32])[CH3:31], predict the reaction product. The product is: [NH2:22][C:20]1[N:21]=[C:16]2[CH:15]=[CH:14][C:13]([C:12]3[N:11]([CH:23]4[CH2:28][CH2:27][N:26]([C:34]([O:33][C:30]([CH3:32])([CH3:31])[CH3:29])=[O:35])[CH2:25][CH2:24]4)[CH:10]=[N:9][C:8]=3[C:5]3[CH:6]=[CH:7][C:2]([F:1])=[CH:3][CH:4]=3)=[N:18][N:17]2[CH:19]=1. (2) Given the reactants [S:1]1[CH:5]=[CH:4][C:3]2[C:6](=O)[C:7]3[S:8][CH:9]=[CH:10][C:11]=3[C:12](=O)[C:2]1=2.[CH2:15]([CH:17]([CH2:21][CH2:22][CH2:23][CH3:24])[CH2:18][Mg]Br)[CH3:16].Cl[Sn]Cl, predict the reaction product. The product is: [CH2:15]([CH:17]([CH2:21][CH2:22][CH2:23][CH3:24])[CH2:18][C:6]1[C:7]2[S:8][CH:9]=[CH:10][C:11]=2[C:12]([CH2:6][CH:3]([CH2:4][CH3:5])[CH2:2][CH2:12][CH2:11][CH3:7])=[C:2]2[S:1][CH:5]=[CH:4][C:3]=12)[CH3:16]. (3) Given the reactants [O:1]=[C:2]1[N:6]([CH:7]([CH3:18])[C:8]([O:10]CC2C=CC=CC=2)=[O:9])[CH2:5][CH2:4][O:3]1.[H][H], predict the reaction product. The product is: [O:1]=[C:2]1[N:6]([CH:7]([CH3:18])[C:8]([OH:10])=[O:9])[CH2:5][CH2:4][O:3]1.